Dataset: Peptide-MHC class II binding affinity with 134,281 pairs from IEDB. Task: Regression. Given a peptide amino acid sequence and an MHC pseudo amino acid sequence, predict their binding affinity value. This is MHC class II binding data. (1) The peptide sequence is TAWDFSSAGGFFTSV. The MHC is DRB1_0301 with pseudo-sequence DRB1_0301. The binding affinity (normalized) is 0.334. (2) The peptide sequence is GRPGNFLQSRPEPTA. The MHC is DRB1_0401 with pseudo-sequence DRB1_0401. The binding affinity (normalized) is 0.430. (3) The peptide sequence is ADILDGDNLFPKV. The MHC is HLA-DQA10501-DQB10201 with pseudo-sequence HLA-DQA10501-DQB10201. The binding affinity (normalized) is 0.435. (4) The peptide sequence is TNDRKWCFEGPEEHE. The MHC is HLA-DQA10501-DQB10402 with pseudo-sequence HLA-DQA10501-DQB10402. The binding affinity (normalized) is 0.358. (5) The peptide sequence is AIAGAWENGVCGIRS. The MHC is DRB1_0405 with pseudo-sequence DRB1_0405. The binding affinity (normalized) is 0.130. (6) The peptide sequence is DPWTIYAIGGSSNPT. The MHC is DRB1_1302 with pseudo-sequence DRB1_1302. The binding affinity (normalized) is 0.344.